Dataset: Forward reaction prediction with 1.9M reactions from USPTO patents (1976-2016). Task: Predict the product of the given reaction. (1) Given the reactants [C:1]([C:4]1[C:34](=[O:35])[C@@:8]2([CH3:36])[C:9]3[C:15]([OH:16])=[CH:14][C:13]([O:17][CH3:18])=[C:12]([C:19]([NH:21][CH2:22][C:23]4[C:32]5[C:27](=[CH:28][CH:29]=[CH:30][CH:31]=5)[CH:26]=[CH:25][C:24]=4[CH3:33])=[O:20])[C:10]=3[O:11][C:7]2=[CH:6][C:5]=1[OH:37])(=O)[CH3:2].[CH3:38][NH2:39], predict the reaction product. The product is: [OH:16][C:15]1[C:9]2[C@:8]3([CH3:36])[C:34](=[O:35])[C:4](/[C:1](=[N:39]/[CH3:38])/[CH3:2])=[C:5]([OH:37])[CH:6]=[C:7]3[O:11][C:10]=2[C:12]([C:19]([NH:21][CH2:22][C:23]2[C:32]3[C:27](=[CH:28][CH:29]=[CH:30][CH:31]=3)[CH:26]=[CH:25][C:24]=2[CH3:33])=[O:20])=[C:13]([O:17][CH3:18])[CH:14]=1. (2) Given the reactants [C:1]([C:5]1[N:6]=[C:7]([N:16]2[CH2:20][CH2:19][C:18]([F:22])([F:21])[CH2:17]2)[C:8]2[C:9](=[N:11][N:12]([CH2:14][CH3:15])[N:13]=2)[N:10]=1)([CH3:4])([CH3:3])[CH3:2].C(C1N=C(N2CCC(F)(F)C2)C2N=NNC=2N=1)(C)(C)C.ClC[C:45]1[N:49](C)[N:48]=[C:47]([CH3:51])[CH:46]=1, predict the reaction product. The product is: [C:1]([C:5]1[N:6]=[C:7]([N:16]2[CH2:20][CH2:19][C:18]([F:21])([F:22])[CH2:17]2)[C:8]2[C:9](=[N:11][N:12]([CH2:14][C:15]3[N:49]([CH3:45])[N:48]=[C:47]([CH3:51])[CH:46]=3)[N:13]=2)[N:10]=1)([CH3:2])([CH3:3])[CH3:4]. (3) The product is: [CH3:19][C:18]1([CH3:20])[N:8]([C:6]([O:5][C:1]([CH3:4])([CH3:3])[CH3:2])=[O:7])[C@@H:9]([C:10]([O:12][CH3:13])=[O:11])[CH2:14][O:15]1. Given the reactants [C:1]([O:5][C:6]([NH:8][C@H:9]([CH2:14][OH:15])[C:10]([O:12][CH3:13])=[O:11])=[O:7])([CH3:4])([CH3:3])[CH3:2].CO[C:18](OC)([CH3:20])[CH3:19], predict the reaction product. (4) Given the reactants [F:1][C:2]1[CH:9]=[CH:8][C:7]([CH:10]=[C:11]2[C:19]3[C:14](=[CH:15][CH:16]=[CH:17][CH:18]=3)[C:13](=O)[O:12]2)=[CH:6][C:3]=1[C:4]#N.[OH-:21].[Na+].[OH2:23].[NH2:24][NH2:25].Cl, predict the reaction product. The product is: [F:1][C:2]1[CH:9]=[CH:8][C:7]([CH2:10][C:11]2[C:19]3[C:14](=[CH:15][CH:16]=[CH:17][CH:18]=3)[C:13](=[O:12])[NH:25][N:24]=2)=[CH:6][C:3]=1[C:4]([OH:23])=[O:21]. (5) Given the reactants [F:1][C:2]1[CH:3]=[C:4]2[CH:10]=[CH:9][NH:8][C:5]2=[N:6][CH:7]=1.ClC1C=CC=C(C(OO)=[O:19])C=1.ClCCl.CO, predict the reaction product. The product is: [F:1][C:2]1[CH:3]=[C:4]2[CH:10]=[CH:9][NH:8][C:5]2=[N+:6]([O-:19])[CH:7]=1. (6) Given the reactants [CH2:1]([O:3][C:4]([C@@:6]12[CH2:24][C@H:23]1[CH:22]=[CH:21][CH2:20][CH2:19][CH2:18][CH2:17][CH2:16][C@H:15]([NH:25]C(OC(C)(C)C)=O)[C:14](=[O:33])[N:13]1[C@@H:9]([CH2:10][C@@H:11]([O:34][C:35]3[C:44]4[C:39](=[CH:40][C:41]([O:45][CH3:46])=[CH:42][CH:43]=4)[N:38]=[C:37]([C:47]([O:49][CH3:50])=[O:48])[CH:36]=3)[CH2:12]1)[C:8](=[O:51])[NH:7]2)=[O:5])[CH3:2].C(Cl)[Cl:53], predict the reaction product. The product is: [ClH:53].[ClH:53].[CH2:1]([O:3][C:4]([C@@:6]12[CH2:24][C@H:23]1[CH:22]=[CH:21][CH2:20][CH2:19][CH2:18][CH2:17][CH2:16][C@H:15]([NH2:25])[C:14](=[O:33])[N:13]1[C@@H:9]([CH2:10][C@@H:11]([O:34][C:35]3[C:44]4[C:39](=[CH:40][C:41]([O:45][CH3:46])=[CH:42][CH:43]=4)[N:38]=[C:37]([C:47]([O:49][CH3:50])=[O:48])[CH:36]=3)[CH2:12]1)[C:8](=[O:51])[NH:7]2)=[O:5])[CH3:2]. (7) Given the reactants [Cl:1][C:2]1[N:7]=[C:6](Cl)[C:5]([F:9])=[CH:4][N:3]=1.[NH2:10][C:11]1[CH:18]=[CH:17][C:14]([CH2:15][OH:16])=[CH:13][CH:12]=1, predict the reaction product. The product is: [Cl:1][C:2]1[N:7]=[C:6]([NH:10][C:11]2[CH:18]=[CH:17][C:14]([CH2:15][OH:16])=[CH:13][CH:12]=2)[C:5]([F:9])=[CH:4][N:3]=1.